This data is from Full USPTO retrosynthesis dataset with 1.9M reactions from patents (1976-2016). The task is: Predict the reactants needed to synthesize the given product. (1) Given the product [F:8][C:9]([F:15])([F:14])[S:10]([O-:13])(=[O:12])=[O:11].[CH2:1]([N+:3]1[CH:7]=[CH:6][NH:5][CH:4]=1)[CH3:2], predict the reactants needed to synthesize it. The reactants are: [CH2:1]([N:3]1[CH:7]=[CH:6][N:5]=[CH:4]1)[CH3:2].[F:8][C:9]([F:15])([F:14])[S:10]([OH:13])(=[O:12])=[O:11]. (2) Given the product [Cl:17][C:15]1[N:16]=[C:11]2[C:10]([NH:20][C:21](=[O:27])[O:22][C:23]([CH3:25])([CH3:24])[CH3:26])=[N:9][C@@:8]([C:6]3[CH:7]=[C:2]([NH:1][C:37]([C:34]4[CH:35]=[CH:36][N:32]([CH:31]([F:40])[F:30])[N:33]=4)=[O:38])[CH:3]=[CH:4][C:5]=3[F:29])([CH3:28])[CH2:13][N:12]2[C:14]=1[C:18]#[N:19], predict the reactants needed to synthesize it. The reactants are: [NH2:1][C:2]1[CH:3]=[CH:4][C:5]([F:29])=[C:6]([C@:8]2([CH3:28])[CH2:13][N:12]3[C:14]([C:18]#[N:19])=[C:15]([Cl:17])[N:16]=[C:11]3[C:10]([NH:20][C:21](=[O:27])[O:22][C:23]([CH3:26])([CH3:25])[CH3:24])=[N:9]2)[CH:7]=1.[F:30][CH:31]([F:40])[N:32]1[CH:36]=[CH:35][C:34]([C:37](O)=[O:38])=[N:33]1. (3) The reactants are: [F:1][C:2]1[CH:3]=[C:4]([OH:8])[CH:5]=[CH:6][CH:7]=1.[OH-:9].[K+].[CH2:11]=O.Cl. Given the product [F:1][C:2]1[CH:3]=[C:4]([OH:8])[CH:5]=[CH:6][C:7]=1[CH2:11][OH:9], predict the reactants needed to synthesize it. (4) Given the product [F:1][C:2]1[CH:13]=[CH:12][C:5]([C:6](=[O:7])[CH2:23][CH2:22][C:21]2[CH:25]=[CH:4][CH:3]=[CH:2][CH:13]=2)=[C:4]([NH:14][C:15]2[CH:20]=[CH:19][CH:18]=[CH:17][CH:16]=2)[CH:3]=1, predict the reactants needed to synthesize it. The reactants are: [F:1][C:2]1[CH:13]=[CH:12][C:5]([C:6](N(OC)C)=[O:7])=[C:4]([NH:14][C:15]2[CH:20]=[CH:19][CH:18]=[CH:17][CH:16]=2)[CH:3]=1.[CH2:21]1[CH2:25]O[CH2:23][CH2:22]1. (5) Given the product [NH2:14][C:4]1[CH:5]=[C:6]([O:9][CH2:10][C@@H:11]([OH:12])[CH2:13][N:17]2[CH2:21][CH2:20][CH2:19][CH2:18]2)[CH:7]=[CH:8][C:3]=1[O:2][CH3:1], predict the reactants needed to synthesize it. The reactants are: [CH3:1][O:2][C:3]1[CH:8]=[CH:7][C:6]([O:9][CH2:10][C@@H:11]2[CH2:13][O:12]2)=[CH:5][C:4]=1[N+:14]([O-])=O.[NH:17]1[CH2:21][CH2:20][CH2:19][CH2:18]1.C(O)(C)C. (6) Given the product [CH2:1]([O:5][CH2:6][CH2:7][O:8][C:9]1[CH:10]=[CH:11][C:12]([C:15]2[CH:20]=[CH:19][C:18]([N:21]3[CH2:25][CH2:24][CH:23]([CH2:26][C:27]([O:29][CH2:30][CH3:31])=[O:28])[CH2:22]3)=[C:17](/[CH:32]=[C:33](\[CH3:41])/[C:34]([OH:36])=[O:35])[CH:16]=2)=[CH:13][CH:14]=1)[CH2:2][CH2:3][CH3:4], predict the reactants needed to synthesize it. The reactants are: [CH2:1]([O:5][CH2:6][CH2:7][O:8][C:9]1[CH:14]=[CH:13][C:12]([C:15]2[CH:20]=[CH:19][C:18]([N:21]3[CH2:25][CH2:24][CH:23]([CH2:26][C:27]([O:29][CH2:30][CH3:31])=[O:28])[CH2:22]3)=[C:17](/[CH:32]=[C:33](\[CH3:41])/[C:34]([O:36]C(C)(C)C)=[O:35])[CH:16]=2)=[CH:11][CH:10]=1)[CH2:2][CH2:3][CH3:4].Cl.C(OCC)(=O)C.O. (7) Given the product [Cl:19][C:17]1[CH:16]=[CH:15][C:14]2[N:8]([CH2:7][C:6]([CH3:46])([CH3:45])[CH2:5][OH:4])[C:9](=[O:44])[C@@H:10]([CH2:30][C:31]3[S:32][C:33]([CH:36]([OH:43])[CH2:37][C:38]([OH:40])=[O:39])=[CH:34][N:35]=3)[O:11][C@H:12]([C:20]3[CH:25]=[CH:24][CH:23]=[C:22]([O:26][CH3:27])[C:21]=3[O:28][CH3:29])[C:13]=2[CH:18]=1, predict the reactants needed to synthesize it. The reactants are: C([O:4][CH2:5][C:6]([CH3:46])([CH3:45])[CH2:7][N:8]1[C:14]2[CH:15]=[CH:16][C:17]([Cl:19])=[CH:18][C:13]=2[C@@H:12]([C:20]2[CH:25]=[CH:24][CH:23]=[C:22]([O:26][CH3:27])[C:21]=2[O:28][CH3:29])[O:11][C@H:10]([CH2:30][C:31]2[S:32][C:33]([CH:36]([OH:43])[CH2:37][C:38]([O:40]CC)=[O:39])=[CH:34][N:35]=2)[C:9]1=[O:44])(=O)C.[OH-].[Na+].C(O)C.Cl. (8) Given the product [ClH:39].[CH:17]1([CH2:20][N:21]2[C:25]3[CH:26]=[CH:27][C:28]([S:30]([CH3:33])(=[O:31])=[O:32])=[CH:29][C:24]=3[N:23]=[C:22]2[CH2:34][C:35]([CH3:38])([CH3:37])[CH3:36])[CH2:18][CH2:19]1, predict the reactants needed to synthesize it. The reactants are: NC1C=C(S(C)(=O)=O)C=CC=1NCC1CC1.[CH:17]1([CH2:20][N:21]2[C:25]3[CH:26]=[CH:27][C:28]([S:30]([CH3:33])(=[O:32])=[O:31])=[CH:29][C:24]=3[N:23]=[C:22]2[CH2:34][C:35]([CH3:38])([CH3:37])[CH3:36])[CH2:19][CH2:18]1.[ClH:39].